This data is from Catalyst prediction with 721,799 reactions and 888 catalyst types from USPTO. The task is: Predict which catalyst facilitates the given reaction. (1) Product: [CH3:1][C:2]1([C:7]2[CH:17]=[CH:16][C:10]([C:11]([OH:13])=[O:12])=[CH:9][C:8]=2[NH:18][C:19]2[CH:20]=[CH:21][C:22]([O:25][CH2:26][CH2:27][O:28][CH:29]3[CH2:30][CH2:31][O:32][CH2:33][CH2:34]3)=[CH:23][CH:24]=2)[O:3][CH2:4][CH2:5][O:6]1. The catalyst class is: 5. Reactant: [CH3:1][C:2]1([C:7]2[CH:17]=[CH:16][C:10]([C:11]([O:13]CC)=[O:12])=[CH:9][C:8]=2[NH:18][C:19]2[CH:24]=[CH:23][C:22]([O:25][CH2:26][CH2:27][O:28][CH:29]3[CH2:34][CH2:33][O:32][CH2:31][CH2:30]3)=[CH:21][CH:20]=2)[O:6][CH2:5][CH2:4][O:3]1.[OH-].[Na+].O. (2) Reactant: S(C)C.[Cl:4][C:5]1[CH:10]=[CH:9][C:8]([Mg]Br)=[CH:7][CH:6]=1.B(F)(F)F.CCOCC.[CH2:22]([CH:24]1[CH2:29][C:28](=[O:30])[CH:27]=[CH:26][N:25]1[C:31]([O:33][CH2:34][C:35]1[CH:40]=[CH:39][CH:38]=[CH:37][CH:36]=1)=[O:32])[CH3:23].[NH4+].[Cl-].[NH4+].[OH-]. Product: [Cl:4][C:5]1[CH:10]=[CH:9][C:8]([CH:26]2[CH2:27][C:28](=[O:30])[CH2:29][CH:24]([CH2:22][CH3:23])[N:25]2[C:31]([O:33][CH2:34][C:35]2[CH:36]=[CH:37][CH:38]=[CH:39][CH:40]=2)=[O:32])=[CH:7][CH:6]=1. The catalyst class is: 1. (3) Reactant: [CH2:1]([O:3][C:4](=[O:16])[CH2:5][O:6][C:7]1[CH:12]=[CH:11][C:10]([Cl:13])=[CH:9][C:8]=1[CH2:14]O)[CH3:2].P(Br)(Br)[Br:18]. Product: [CH2:1]([O:3][C:4](=[O:16])[CH2:5][O:6][C:7]1[CH:12]=[CH:11][C:10]([Cl:13])=[CH:9][C:8]=1[CH2:14][Br:18])[CH3:2]. The catalyst class is: 2.